Dataset: Choline transporter screen with 302,306 compounds. Task: Binary Classification. Given a drug SMILES string, predict its activity (active/inactive) in a high-throughput screening assay against a specified biological target. (1) The molecule is Clc1c(cc(S(=O)(=O)NCCCN2CCOCC2)c(c1)C)C. The result is 0 (inactive). (2) The compound is O1C2(OCC1)CCN(CC2)C(=O)C(NC(=O)C1CCC(CC1)C)C(C)C. The result is 0 (inactive). (3) The drug is S(=O)(=O)(N)c1ccc(CNC(=O)c2c(oc(c2)C)C)cc1. The result is 0 (inactive). (4) The drug is s1c2c(nc1SCC#CCOC(=O)c1occc1)cccc2. The result is 0 (inactive). (5) The compound is S(=O)(=O)(C(C(=O)Nc1sc2c(CCCC2)c1C(OCC)=O)C)c1c2c(n(c1)CC)cccc2. The result is 0 (inactive).